Dataset: Forward reaction prediction with 1.9M reactions from USPTO patents (1976-2016). Task: Predict the product of the given reaction. Given the reactants [C:1]([C:3]([C:6]1[CH:7]=[C:8]([CH:30]=[CH:31][CH:32]=1)[C:9]([NH:11][C:12]1[CH:17]=[CH:16][C:15]([O:18][CH3:19])=[C:14]([O:20][C:21]2[CH:26]=[CH:25][C:24]([N+:27]([O-])=O)=[CH:23][CH:22]=2)[CH:13]=1)=[O:10])([CH3:5])[CH3:4])#[N:2].O1CCCC1, predict the reaction product. The product is: [NH2:27][C:24]1[CH:23]=[CH:22][C:21]([O:20][C:14]2[CH:13]=[C:12]([NH:11][C:9](=[O:10])[C:8]3[CH:30]=[CH:31][CH:32]=[C:6]([C:3]([C:1]#[N:2])([CH3:5])[CH3:4])[CH:7]=3)[CH:17]=[CH:16][C:15]=2[O:18][CH3:19])=[CH:26][CH:25]=1.